This data is from Reaction yield outcomes from USPTO patents with 853,638 reactions. The task is: Predict the reaction yield, written as a fraction of the theoretical maximum amount of product (1.0 means a 100% yield; for example, 0.34 means a 34% yield). (1) The product is [Cl:22][C:23]1[CH:28]=[CH:27][C:26]([C:2]2[C:8]3[CH:9]=[CH:10][CH:11]=[CH:12][C:7]=3[C:6]3[C:13]([CH3:16])=[N:14][O:15][C:5]=3[C@H:4]([CH2:17][C:18]([O:20][CH3:21])=[O:19])[N:3]=2)=[CH:25][CH:24]=1. The reactants are Cl[C:2]1[C:8]2[CH:9]=[CH:10][CH:11]=[CH:12][C:7]=2[C:6]2[C:13]([CH3:16])=[N:14][O:15][C:5]=2[C@H:4]([CH2:17][C:18]([O:20][CH3:21])=[O:19])[N:3]=1.[Cl:22][C:23]1[CH:28]=[CH:27][C:26](B(O)O)=[CH:25][CH:24]=1.C(=O)([O-])[O-].[Na+].[Na+]. The catalyst is O.C1C=CC([P]([Pd]([P](C2C=CC=CC=2)(C2C=CC=CC=2)C2C=CC=CC=2)([P](C2C=CC=CC=2)(C2C=CC=CC=2)C2C=CC=CC=2)[P](C2C=CC=CC=2)(C2C=CC=CC=2)C2C=CC=CC=2)(C2C=CC=CC=2)C2C=CC=CC=2)=CC=1. The yield is 0.760. (2) The reactants are C([O:5][C:6]([C:8]1[CH:9]=[CH:10][C:11]2[C:12]3[CH:13]=[CH:14][CH:15]=[C:16]4[C:27]=3[C:20]([C:21]3[C:26]=2[C:25]=1[CH:24]=[CH:23][CH:22]=3)=[CH:19][CH:18]=[C:17]4[C:28]([O:30]CC(C)C)=[O:29])=[O:7])C(C)C.[OH-].[K+:36]. The catalyst is CCO. The product is [CH:19]1[C:20]2=[C:27]3[C:12]([C:11]4[C:26]5[C:25](=[CH:24][CH:23]=[CH:22][C:21]2=5)[C:8]([C:6]([O-:7])=[O:5])=[CH:9][CH:10]=4)=[CH:13][CH:14]=[CH:15][C:16]3=[C:17]([C:28]([O-:30])=[O:29])[CH:18]=1.[K+:36].[K+:36]. The yield is 0.800. (3) The reactants are O.[NH2:2][NH2:3].Cl[C:5]1[C:10]([CH2:11][CH3:12])=[CH:9][N:8]=[C:7]([CH3:13])[N:6]=1. No catalyst specified. The product is [CH2:11]([C:10]1[C:5]([NH:2][NH2:3])=[N:6][C:7]([CH3:13])=[N:8][CH:9]=1)[CH3:12]. The yield is 0.682. (4) The catalyst is Cl.O. The product is [Br:22][C:3]1[CH:4]=[C:5]([CH2:8][C@H:9]([NH:14][C:15]([O:17][C:18]([CH3:21])([CH3:20])[CH3:19])=[O:16])[C:10]([O:12][CH3:13])=[O:11])[CH:6]=[CH:7][C:2]=1[I:27]. The yield is 0.730. The reactants are N[C:2]1[CH:7]=[CH:6][C:5]([CH2:8][C@H:9]([NH:14][C:15]([O:17][C:18]([CH3:21])([CH3:20])[CH3:19])=[O:16])[C:10]([O:12][CH3:13])=[O:11])=[CH:4][C:3]=1[Br:22].N([O-])=O.[Na+].[I-:27].[K+]. (5) The reactants are C(OC([N:8]([C:15]1[CH:20]=[CH:19][C:18]([C:21]2[C:29]3[C:24](=[CH:25][C:26]([F:30])=[CH:27][CH:28]=3)[N:23]([S:31]([C:34]3[CH:39]=[CH:38][CH:37]=[CH:36][CH:35]=3)(=[O:33])=[O:32])[CH:22]=2)=[CH:17][N:16]=1)[CH2:9][C:10]([O:12][CH2:13][CH3:14])=[O:11])=O)(C)(C)C.[ClH:40]. The catalyst is O1CCOCC1. The product is [ClH:40].[F:30][C:26]1[CH:25]=[C:24]2[C:29]([C:21]([C:18]3[CH:19]=[CH:20][C:15]([NH:8][CH2:9][C:10]([O:12][CH2:13][CH3:14])=[O:11])=[N:16][CH:17]=3)=[CH:22][N:23]2[S:31]([C:34]2[CH:35]=[CH:36][CH:37]=[CH:38][CH:39]=2)(=[O:33])=[O:32])=[CH:28][CH:27]=1. The yield is 1.00. (6) The reactants are [F:1][C:2]([F:12])([F:11])[C:3]1[CH:10]=[CH:9][C:6]([CH2:7][NH2:8])=[CH:5][CH:4]=1.F[C:14]1[CH:22]=[N:21][CH:20]=[CH:19][C:15]=1[C:16]([OH:18])=[O:17]. No catalyst specified. The product is [F:1][C:2]([F:11])([F:12])[C:3]1[CH:10]=[CH:9][C:6]([CH2:7][NH:8][C:19]2[CH:20]=[N:21][CH:22]=[CH:14][C:15]=2[C:16]([OH:18])=[O:17])=[CH:5][CH:4]=1. The yield is 0.280.